Dataset: Peptide-MHC class I binding affinity with 185,985 pairs from IEDB/IMGT. Task: Regression. Given a peptide amino acid sequence and an MHC pseudo amino acid sequence, predict their binding affinity value. This is MHC class I binding data. The peptide sequence is DYPDDFMDK. The MHC is HLA-B15:01 with pseudo-sequence YYAMYREISTNTYESNLYLRYDSYTWAEWAYLWY. The binding affinity (normalized) is 0.0847.